This data is from Reaction yield outcomes from USPTO patents with 853,638 reactions. The task is: Predict the reaction yield, written as a fraction of the theoretical maximum amount of product (1.0 means a 100% yield; for example, 0.34 means a 34% yield). (1) The reactants are [NH2:1][C@@H:2]([C:10]1[NH:11][C:12]2[C:17]([CH:18]=1)=[CH:16][C:15]([Cl:19])=[CH:14][C:13]=2[NH:20][CH2:21][C:22]1[CH:27]=[CH:26][CH:25]=[CH:24][CH:23]=1)[CH2:3][C:4]1[CH:9]=[CH:8][CH:7]=[CH:6][CH:5]=1.C(N(CC)CC)C.[C:35]([O:39][C:40](=[O:56])[NH:41]/[C:42](=[N:48]\[C:49]([O:51][C:52]([CH3:55])([CH3:54])[CH3:53])=[O:50])/N1C=CC=N1)([CH3:38])([CH3:37])[CH3:36]. The catalyst is C(#N)C. The product is [CH2:21]([NH:20][C:13]1[CH:14]=[C:15]([Cl:19])[CH:16]=[C:17]2[C:12]=1[NH:11][C:10]([C@H:2]([NH:1][C:42]([NH:41][C:40]([O:39][C:35]([CH3:38])([CH3:37])[CH3:36])=[O:56])=[N:48][C:49]([O:51][C:52]([CH3:55])([CH3:54])[CH3:53])=[O:50])[CH2:3][C:4]1[CH:5]=[CH:6][CH:7]=[CH:8][CH:9]=1)=[CH:18]2)[C:22]1[CH:27]=[CH:26][CH:25]=[CH:24][CH:23]=1. The yield is 0.690. (2) The reactants are [Cl:1][C:2]1[CH:3]=[C:4]([C:12]#[N:13])[C:5]2[C:6](I)=[N:7][NH:8][C:9]=2[CH:10]=1.[O:14]1[CH:19]=[CH:18][CH2:17][CH2:16][CH2:15]1.[CH2:20]1COCC1. No catalyst specified. The product is [Cl:1][C:2]1[CH:3]=[C:4]([C:12]#[N:13])[C:5]2[C:6]([CH3:20])=[N:7][N:8]([CH:19]3[CH2:18][CH2:17][CH2:16][CH2:15][O:14]3)[C:9]=2[CH:10]=1. The yield is 0.784. (3) The reactants are N(C(OC(C)C)=O)=NC(OC(C)C)=O.[OH:15][C:16]1[CH:17]=[N:18][C:19]([N:22]2[CH2:27][CH2:26][N:25]([C:28]([O:30][C:31]([CH3:34])([CH3:33])[CH3:32])=[O:29])[CH2:24][C@H:23]2[CH3:35])=[N:20][CH:21]=1.C1(P(C2C=CC=CC=2)C2C=CC=CC=2)C=CC=CC=1.[N:55]1([C:60]2[CH:65]=[CH:64][C:63]([CH2:66]O)=[CH:62][CH:61]=2)[CH:59]=[N:58][N:57]=[N:56]1. The catalyst is C1COCC1. The product is [N:55]1([C:60]2[CH:65]=[CH:64][C:63]([CH2:66][O:15][C:16]3[CH:21]=[N:20][C:19]([N:22]4[CH2:27][CH2:26][N:25]([C:28]([O:30][C:31]([CH3:34])([CH3:33])[CH3:32])=[O:29])[CH2:24][C@H:23]4[CH3:35])=[N:18][CH:17]=3)=[CH:62][CH:61]=2)[CH:59]=[N:58][N:57]=[N:56]1. The yield is 0.270.